Predict the reaction yield, written as a fraction of the theoretical maximum amount of product (1.0 means a 100% yield; for example, 0.34 means a 34% yield). From a dataset of Reaction yield outcomes from USPTO patents with 853,638 reactions. (1) The reactants are [F:1][C:2]1[CH:3]=[C:4]2[C:9](=[CH:10][C:11]=1B1OC(C)(C)C(C)(C)O1)[CH2:8][N:7](C)[CH2:6][CH2:5]2.[Cl:22][C:23]1N=N[C:26](C)=[CH:27][CH:28]=1.C(=O)([O-])[O-].[Cs+].[Cs+].CN(C)C1[C:47]2C(=[CH:43][CH:44]=[CH:45][C:46]=2[N:48](C)C)C=CC=1.ClC(O[CH:56]([Cl:58])[CH3:57])=O.C[N:60](C)C=O. The catalyst is O.C1C=CC(P(C2C=CC=CC=2)[C-]2C=CC=C2)=CC=1.C1C=CC(P(C2C=CC=CC=2)[C-]2C=CC=C2)=CC=1.Cl[Pd]Cl.[Fe+2]. The product is [Cl:22][C:23]1[CH:28]=[C:27]([CH:5]2[C:4]3[C:9](=[CH:10][C:11]([C:43]4[N:60]=[N:48][C:46]([CH3:47])=[CH:45][CH:44]=4)=[C:2]([F:1])[CH:3]=3)[CH2:8][NH:7][CH2:6]2)[CH:26]=[CH:57][C:56]=1[Cl:58]. The yield is 0.0300. (2) The reactants are [CH:1]([N:4]1[C:8]2=[N:9][C:10]([C:19]3[CH:20]=[C:21]([OH:25])[CH:22]=[CH:23][CH:24]=3)=[CH:11][C:12]([N:13]3[CH2:18][CH2:17][O:16][CH2:15][CH2:14]3)=[C:7]2[CH:6]=[N:5]1)([CH3:3])[CH3:2].[H-].[Na+].[N+](C1C=C(S(O[CH2:41][C@H:42]2[CH2:44][O:43]2)(=O)=O)C=CC=1)([O-])=O. The catalyst is C1COCC1. The product is [CH:1]([N:4]1[C:8]2=[N:9][C:10]([C:19]3[CH:24]=[CH:23][CH:22]=[C:21]([O:25][CH2:41][C@H:42]4[CH2:44][O:43]4)[CH:20]=3)=[CH:11][C:12]([N:13]3[CH2:14][CH2:15][O:16][CH2:17][CH2:18]3)=[C:7]2[CH:6]=[N:5]1)([CH3:3])[CH3:2]. The yield is 1.00. (3) The reactants are C([O:3][C:4](=[O:27])[CH2:5][N:6]1[CH:26]=[CH:25][C:10]([NH:11][C:12]([O:14][CH2:15][C:16]2[CH:24]=[CH:23][C:22]3[O:21][CH2:20][O:19][C:18]=3[CH:17]=2)=[O:13])=[N:9][C:7]1=[O:8])C.O.[OH-].[Li+].Cl. The catalyst is O1CCCC1.O. The product is [CH2:15]([O:14][C:12]([NH:11][C:10]1[CH:25]=[CH:26][N:6]([CH2:5][C:4]([OH:27])=[O:3])[C:7](=[O:8])[N:9]=1)=[O:13])[C:16]1[CH:24]=[CH:23][C:22]2[O:21][CH2:20][O:19][C:18]=2[CH:17]=1. The yield is 0.980.